Dataset: Forward reaction prediction with 1.9M reactions from USPTO patents (1976-2016). Task: Predict the product of the given reaction. (1) The product is: [F:36][C:1]1[CH:6]=[CH:5][CH:4]=[CH:3][C:2]=1[C:7]1[CH:12]=[CH:11][N:10]=[CH:9][C:8]=1[NH:13][CH2:30][C:31]([F:34])([F:33])[F:32]. Given the reactants [C:1]1(C)[CH:6]=[CH:5][CH:4]=[CH:3][C:2]=1[C:7]1[CH:12]=[CH:11][N:10]=[CH:9][C:8]=1[N:13]([CH2:30][C:31]([F:34])([F:33])[F:32])C(=O)C1C=C(C(F)(F)F)N=C(C(F)(F)F)C=1.[F:36]C1C=CC=CC=1B(O)O, predict the reaction product. (2) Given the reactants [Br:1][C:2]1[CH:6]=[C:5](Br)[N:4]([CH3:8])[N:3]=1.C([Li])CCC.[CH3:14][C:15](=[O:17])[CH3:16].O, predict the reaction product. The product is: [Br:1][C:2]1[CH:6]=[C:5]([C:15]([OH:17])([CH3:16])[CH3:14])[N:4]([CH3:8])[N:3]=1.